This data is from Peptide-MHC class I binding affinity with 185,985 pairs from IEDB/IMGT. The task is: Regression. Given a peptide amino acid sequence and an MHC pseudo amino acid sequence, predict their binding affinity value. This is MHC class I binding data. The peptide sequence is QLYSTLLSF. The MHC is HLA-B15:03 with pseudo-sequence HLA-B15:03. The binding affinity (normalized) is 1.00.